This data is from Full USPTO retrosynthesis dataset with 1.9M reactions from patents (1976-2016). The task is: Predict the reactants needed to synthesize the given product. (1) Given the product [CH2:1]([O:5][C:6]1[C:11]([F:12])=[C:10]([N:16]2[CH:17]([CH3:20])[CH2:18][CH2:19][CH:15]2[CH3:14])[N:9]=[CH:8][N:7]=1)[C:2]#[C:3][CH3:4], predict the reactants needed to synthesize it. The reactants are: [CH2:1]([O:5][C:6]1[C:11]([F:12])=[C:10](Cl)[N:9]=[CH:8][N:7]=1)[C:2]#[C:3][CH3:4].[CH3:14][CH:15]1[CH2:19][CH2:18][CH:17]([CH3:20])[NH:16]1.[Cl-].[NH4+]. (2) Given the product [ClH:33].[C:1]1([C:7]2[O:15][C:14]3[CH:13]=[CH:12][N:11]([C:16]4[CH:17]=[C:18]5[C:22](=[CH:23][CH:24]=4)[N:21]([CH2:25][CH2:26][N:27]4[CH2:28][CH2:29][CH2:30][CH2:31]4)[N:20]=[CH:19]5)[C:10](=[O:32])[C:9]=3[CH:8]=2)[CH:6]=[CH:5][CH:4]=[CH:3][CH:2]=1, predict the reactants needed to synthesize it. The reactants are: [C:1]1([C:7]2[O:15][C:14]3[CH:13]=[CH:12][N:11]([C:16]4[CH:17]=[C:18]5[C:22](=[CH:23][CH:24]=4)[N:21]([CH2:25][CH2:26][N:27]4[CH2:31][CH2:30][CH2:29][CH2:28]4)[N:20]=[CH:19]5)[C:10](=[O:32])[C:9]=3[CH:8]=2)[CH:6]=[CH:5][CH:4]=[CH:3][CH:2]=1.[ClH:33]. (3) Given the product [N:16]([CH2:2][CH2:3][C:4]([C@@H:6]([C@H:8]([C@@H:10]([C@@H:12]([CH2:14][OH:15])[OH:13])[OH:11])[OH:9])[OH:7])=[O:5])=[N+:17]=[N-:18], predict the reactants needed to synthesize it. The reactants are: Br[CH2:2][CH2:3][C:4]([C@@H:6]([C@H:8]([C@@H:10]([C@@H:12]([CH2:14][OH:15])[OH:13])[OH:11])[OH:9])[OH:7])=[O:5].[N-:16]=[N+:17]=[N-:18].[Na+].[I-].[Na+]. (4) Given the product [CH3:1][N:2]([CH2:4][C:5]1[C:13]2[O:12][N:11]=[C:10]([CH2:14][CH2:15][CH:16]3[CH2:21][CH2:20][N:19]([CH2:32][C:29]4[CH:30]=[CH:31][O:27][CH:28]=4)[CH2:18][CH2:17]3)[C:9]=2[CH:8]=[CH:7][C:6]=1[O:22][CH2:23][CH:24]1[CH2:25][CH2:26]1)[CH3:3], predict the reactants needed to synthesize it. The reactants are: [CH3:1][N:2]([CH2:4][C:5]1[C:13]2[O:12][N:11]=[C:10]([CH2:14][CH2:15][CH:16]3[CH2:21][CH2:20][NH:19][CH2:18][CH2:17]3)[C:9]=2[CH:8]=[CH:7][C:6]=1[O:22][CH2:23][CH:24]1[CH2:26][CH2:25]1)[CH3:3].[O:27]1[CH:31]=[CH:30][C:29]([CH:32]=O)=[CH:28]1. (5) Given the product [Br:13][CH2:11][C:4]1[CH:5]=[C:6]([F:10])[C:7]([S:8][CH3:9])=[C:2]([F:1])[CH:3]=1, predict the reactants needed to synthesize it. The reactants are: [F:1][C:2]1[CH:3]=[C:4]([CH2:11]O)[CH:5]=[C:6]([F:10])[C:7]=1[S:8][CH3:9].[Br-:13].FC1C=C(C=C(F)C=1SC)C=O. (6) Given the product [C:2]1([NH:19][CH2:18][CH2:17][CH2:16][CH2:15][NH:14][C:8]2[CH:13]=[CH:12][CH:11]=[CH:10][CH:9]=2)[CH:7]=[CH:6][CH:5]=[CH:4][CH:3]=1, predict the reactants needed to synthesize it. The reactants are: Cl[C:2]1[CH:7]=[CH:6][CH:5]=[CH:4][CH:3]=1.[C:8]1([NH:14][CH2:15][CH2:16][CH2:17][CH2:18][NH2:19])[CH:13]=[CH:12][CH:11]=[CH:10][CH:9]=1.CC([O-])(C)C.[Na+].